From a dataset of Peptide-MHC class I binding affinity with 185,985 pairs from IEDB/IMGT. Regression. Given a peptide amino acid sequence and an MHC pseudo amino acid sequence, predict their binding affinity value. This is MHC class I binding data. (1) The peptide sequence is SLTIPSFYT. The MHC is HLA-A29:02 with pseudo-sequence HLA-A29:02. The binding affinity (normalized) is 0.0847. (2) The peptide sequence is KCMRTFFGWK. The MHC is HLA-A03:01 with pseudo-sequence HLA-A03:01. The binding affinity (normalized) is 0.620. (3) The peptide sequence is LQLTAVFAY. The MHC is HLA-A01:01 with pseudo-sequence HLA-A01:01. The binding affinity (normalized) is 0.0847. (4) The peptide sequence is AMFIGHATA. The MHC is HLA-A02:12 with pseudo-sequence HLA-A02:12. The binding affinity (normalized) is 0.655. (5) The peptide sequence is GLQGIYVLV. The MHC is HLA-A66:01 with pseudo-sequence HLA-A66:01. The binding affinity (normalized) is 0.213. (6) The peptide sequence is ITASILLWYA. The binding affinity (normalized) is 0.767. The MHC is HLA-A68:02 with pseudo-sequence HLA-A68:02. (7) The peptide sequence is RLYPFGSYY. The MHC is HLA-C04:01 with pseudo-sequence HLA-C04:01. The binding affinity (normalized) is 0.213. (8) The peptide sequence is SDYLELATI. The MHC is Mamu-B01 with pseudo-sequence Mamu-B01. The binding affinity (normalized) is 1.00. (9) The peptide sequence is IHIPGDTLF. The MHC is HLA-B08:03 with pseudo-sequence HLA-B08:03. The binding affinity (normalized) is 0.0847. (10) The peptide sequence is FPNTYLEGSV. The MHC is HLA-B35:01 with pseudo-sequence HLA-B35:01. The binding affinity (normalized) is 0.272.